Dataset: Buchwald-Hartwig C-N cross coupling reaction yields with 55,370 reactions. Task: Predict the reaction yield, written as a fraction of the theoretical maximum amount of product (1.0 means a 100% yield; for example, 0.34 means a 34% yield). (1) The reactants are Clc1ccccn1.Cc1ccc(N)cc1.O=S(=O)(O[Pd]1c2ccccc2-c2ccccc2N~1)C(F)(F)F.CC(C)c1cc(C(C)C)c(-c2ccccc2P(C(C)(C)C)C(C)(C)C)c(C(C)C)c1.CN1CCCN2CCCN=C12.c1ccc(-c2ccon2)cc1. No catalyst specified. The product is Cc1ccc(Nc2ccccn2)cc1. The yield is 0.862. (2) The reactants are FC(F)(F)c1ccc(Cl)cc1.Cc1ccc(N)cc1.O=S(=O)(O[Pd]1c2ccccc2-c2ccccc2N~1)C(F)(F)F.COc1ccc(OC)c(P([C@]23C[C@H]4C[C@H](C[C@H](C4)C2)C3)[C@]23C[C@H]4C[C@H](C[C@H](C4)C2)C3)c1-c1c(C(C)C)cc(C(C)C)cc1C(C)C.CN1CCCN2CCCN=C12.Cc1cc(-n2cccc2)no1. No catalyst specified. The product is Cc1ccc(Nc2ccc(C(F)(F)F)cc2)cc1. The yield is 0.152. (3) The reactants are COc1ccc(I)cc1.Cc1ccc(N)cc1.O=S(=O)(O[Pd]1c2ccccc2-c2ccccc2N~1)C(F)(F)F.COc1ccc(OC)c(P([C@]23C[C@H]4C[C@H](C[C@H](C4)C2)C3)[C@]23C[C@H]4C[C@H](C[C@H](C4)C2)C3)c1-c1c(C(C)C)cc(C(C)C)cc1C(C)C.CN(C)C(=NC(C)(C)C)N(C)C.c1ccc(-c2ccon2)cc1. No catalyst specified. The product is COc1ccc(Nc2ccc(C)cc2)cc1. The yield is 0.514. (4) The reactants are Brc1ccccn1.Cc1ccc(N)cc1.O=S(=O)(O[Pd]1c2ccccc2-c2ccccc2N~1)C(F)(F)F.COc1ccc(OC)c(P([C@]23C[C@H]4C[C@H](C[C@H](C4)C2)C3)[C@]23C[C@H]4C[C@H](C[C@H](C4)C2)C3)c1-c1c(C(C)C)cc(C(C)C)cc1C(C)C.CN(C)C(=NC(C)(C)C)N(C)C.COC(=O)c1ccno1. No catalyst specified. The product is Cc1ccc(Nc2ccccn2)cc1. The yield is 0.0670. (5) The reactants are CCc1ccc(Br)cc1.Cc1ccc(N)cc1.O=S(=O)(O[Pd]1c2ccccc2-c2ccccc2N~1)C(F)(F)F.COc1ccc(OC)c(P(C(C)(C)C)C(C)(C)C)c1-c1c(C(C)C)cc(C(C)C)cc1C(C)C.CN(C)C(=NC(C)(C)C)N(C)C.CCOC(=O)c1cc(OC)no1. No catalyst specified. The product is CCc1ccc(Nc2ccc(C)cc2)cc1. The yield is 0.504. (6) The reactants are CCc1ccc(Cl)cc1.Cc1ccc(N)cc1.O=S(=O)(O[Pd]1c2ccccc2-c2ccccc2N~1)C(F)(F)F.CC(C)c1cc(C(C)C)c(-c2ccccc2P(C(C)(C)C)C(C)(C)C)c(C(C)C)c1.CCN=P(N=P(N(C)C)(N(C)C)N(C)C)(N(C)C)N(C)C.CCOC(=O)c1ccon1. No catalyst specified. The product is CCc1ccc(Nc2ccc(C)cc2)cc1. The yield is 0. (7) The reactants are CCc1ccc(Cl)cc1.Cc1ccc(N)cc1.O=S(=O)(O[Pd]1c2ccccc2-c2ccccc2N~1)C(F)(F)F.COc1ccc(OC)c(P([C@]23C[C@H]4C[C@H](C[C@H](C4)C2)C3)[C@]23C[C@H]4C[C@H](C[C@H](C4)C2)C3)c1-c1c(C(C)C)cc(C(C)C)cc1C(C)C.CN1CCCN2CCCN=C12.Cc1cc(-n2cccc2)no1. No catalyst specified. The product is CCc1ccc(Nc2ccc(C)cc2)cc1. The yield is 0.0134.